Dataset: Reaction yield outcomes from USPTO patents with 853,638 reactions. Task: Predict the reaction yield, written as a fraction of the theoretical maximum amount of product (1.0 means a 100% yield; for example, 0.34 means a 34% yield). The reactants are [CH2:1]([NH:3][C@@H:4]([CH:11]([CH3:13])[CH3:12])[CH2:5][N:6]1[CH2:10][CH2:9][CH2:8][CH2:7]1)[CH3:2].[Br:14][C:15]1[CH:23]=[CH:22][C:18]([C:19](Cl)=[O:20])=[CH:17][CH:16]=1. The catalyst is C(Cl)Cl. The product is [Br:14][C:15]1[CH:23]=[CH:22][C:18]([C:19]([N:3]([CH2:1][CH3:2])[C@@H:4]([CH:11]([CH3:12])[CH3:13])[CH2:5][N:6]2[CH2:10][CH2:9][CH2:8][CH2:7]2)=[O:20])=[CH:17][CH:16]=1. The yield is 0.150.